From a dataset of HIV replication inhibition screening data with 41,000+ compounds from the AIDS Antiviral Screen. Binary Classification. Given a drug SMILES string, predict its activity (active/inactive) in a high-throughput screening assay against a specified biological target. (1) The compound is Cc1ccc(NNc2cc(O)nc(O)n2)cc1Cl. The result is 0 (inactive). (2) The molecule is O=S(Cc1ccccc1)OOCCCCOS(=O)OCc1ccccc1. The result is 0 (inactive). (3) The compound is ON=C(CC(O)(C(F)(F)F)C(F)(F)F)c1cccs1. The result is 0 (inactive). (4) The drug is N=c1nc2[nH]s[nH]c-2nc1=N. The result is 0 (inactive). (5) The drug is Cc1ccccc1NC1CC(C)(C)NC(C)(C)C1. The result is 0 (inactive). (6) The drug is CC(=O)Nc1cc(NC(C)=O)c(N=O)c(NC(C)=O)n1. The result is 0 (inactive). (7) The drug is Cc1nc(Nc2ccccc2Cl)sc1C(=O)CC(=O)C(=O)Nc1c(Cl)cccc1Cl. The result is 0 (inactive).